From a dataset of Reaction yield outcomes from USPTO patents with 853,638 reactions. Predict the reaction yield, written as a fraction of the theoretical maximum amount of product (1.0 means a 100% yield; for example, 0.34 means a 34% yield). (1) The reactants are Br[C:2]1[CH:9]=[CH:8][C:5]([C:6]#[N:7])=[CH:4][C:3]=1[F:10].[B:11]1([B:11]2[O:15][C:14]([CH3:17])([CH3:16])[C:13]([CH3:19])([CH3:18])[O:12]2)[O:15][C:14]([CH3:17])([CH3:16])[C:13]([CH3:19])([CH3:18])[O:12]1.C([O-])(=O)C.[K+]. The catalyst is CN(C=O)C.CCOC(C)=O. The product is [F:10][C:3]1[CH:4]=[C:5]([CH:8]=[CH:9][C:2]=1[B:11]1[O:15][C:14]([CH3:17])([CH3:16])[C:13]([CH3:19])([CH3:18])[O:12]1)[C:6]#[N:7]. The yield is 0.370. (2) The reactants are [CH3:1][O:2][C:3](=[O:42])[CH2:4][C@H:5]([OH:41])[CH2:6][C@@H:7]([OH:40])[CH:8]=[CH:9][C:10]1[N:11]([CH:37]([CH3:39])[CH3:38])[C:12]([C:29]([N:31]2[CH2:36][CH2:35][CH2:34][CH2:33][CH2:32]2)=[O:30])=[C:13]([C:22]2[CH:27]=[CH:26][C:25]([F:28])=[CH:24][CH:23]=2)[C:14]=1[C:15]1[CH:20]=[CH:19][C:18]([F:21])=[CH:17][CH:16]=1. The catalyst is C1COCC1.[Pd]. The product is [CH3:1][O:2][C:3](=[O:42])[CH2:4][C@H:5]([OH:41])[CH2:6][C@H:7]([OH:40])[CH2:8][CH2:9][C:10]1[N:11]([CH:37]([CH3:39])[CH3:38])[C:12]([C:29]([N:31]2[CH2:36][CH2:35][CH2:34][CH2:33][CH2:32]2)=[O:30])=[C:13]([C:22]2[CH:27]=[CH:26][C:25]([F:28])=[CH:24][CH:23]=2)[C:14]=1[C:15]1[CH:16]=[CH:17][C:18]([F:21])=[CH:19][CH:20]=1. The yield is 0.780. (3) The reactants are C1(N2CCN(CC3CCC4C(=CC=CC=4)N3)CC2)C2C(=CC=CC=2)C=CN=1.[Cl:28][C:29]1[CH:38]=[CH:37][CH:36]=[C:35]2[C:30]=1[CH:31]=[CH:32][C:33]([C:39]([OH:41])=[O:40])=[N:34]2. No catalyst specified. The product is [Cl:28][C:29]1[CH:38]=[CH:37][CH:36]=[C:35]2[C:30]=1[CH2:31][CH2:32][CH:33]([C:39]([OH:41])=[O:40])[NH:34]2. The yield is 0.780.